Predict the product of the given reaction. From a dataset of Forward reaction prediction with 1.9M reactions from USPTO patents (1976-2016). (1) Given the reactants [C:1]1([CH:8]=[CH:7][CH:6]=[C:4]([OH:5])[CH:3]=1)[OH:2].[OH:9][C:10]1[CH:15]=[CH:14][C:13]([CH2:16][C:17](O)=[O:18])=[CH:12][CH:11]=1.C([O-])(=O)C.[Na+], predict the reaction product. The product is: [OH:2][C:1]1[CH:3]=[C:4]([OH:5])[CH:6]=[CH:7][C:8]=1[C:17](=[O:18])[CH2:16][C:13]1[CH:14]=[CH:15][C:10]([OH:9])=[CH:11][CH:12]=1. (2) Given the reactants FC(F)(F)C(O)=O.[F:8][C:9]1[CH:14]=[CH:13][CH:12]=[C:11]([F:15])[C:10]=1[NH:16][C:17]([C@@H:19]1[C:28]2[C:23](=[CH:24][CH:25]=[CH:26][CH:27]=2)[CH2:22][CH2:21][N:20]1[C:29](=[O:38])[C@@H:30]([NH2:37])[CH:31]1[CH2:36][CH2:35][CH2:34][CH2:33][CH2:32]1)=[O:18].[C:39]([O:43][C:44]([N:46]([CH3:52])[C@@H:47]([CH3:51])[C:48](O)=[O:49])=[O:45])([CH3:42])([CH3:41])[CH3:40].CN(C(ON1N=NC2C=CC=NC1=2)=[N+](C)C)C.F[P-](F)(F)(F)(F)F.CCN(C(C)C)C(C)C, predict the reaction product. The product is: [C:39]([O:43][C:44](=[O:45])[N:46]([C@H:47]([C:48](=[O:49])[NH:37][C@@H:30]([CH:31]1[CH2:32][CH2:33][CH2:34][CH2:35][CH2:36]1)[C:29]([N:20]1[CH2:21][CH2:22][C:23]2[C:28](=[CH:27][CH:26]=[CH:25][CH:24]=2)[C@H:19]1[C:17](=[O:18])[NH:16][C:10]1[C:11]([F:15])=[CH:12][CH:13]=[CH:14][C:9]=1[F:8])=[O:38])[CH3:51])[CH3:52])([CH3:40])([CH3:41])[CH3:42]. (3) Given the reactants [Cl:1][C:2]1[CH:3]=[CH:4][C:5]([OH:41])=[C:6]([C:8]2[C:12]([C:13]#[C:14][C:15]3[CH:20]=[CH:19][C:18]([NH:21][C:22]([CH:24]4[CH2:29][O:28][CH2:27][CH2:26][N:25]4[C:30](=[O:39])[CH:31]([NH2:38])[C:32]4[CH:37]=[CH:36][CH:35]=[CH:34][CH:33]=4)=[O:23])=[CH:17][CH:16]=3)=[CH:11][N:10]([CH3:40])[N:9]=2)[CH:7]=1.[N:42]1([C:48](Cl)=[O:49])[CH2:47][CH2:46][O:45][CH2:44][CH2:43]1.C(N(CC)CC)C, predict the reaction product. The product is: [Cl:1][C:2]1[CH:3]=[CH:4][C:5]([OH:41])=[C:6]([C:8]2[C:12]([C:13]#[C:14][C:15]3[CH:20]=[CH:19][C:18]([NH:21][C:22]([CH:24]4[CH2:29][O:28][CH2:27][CH2:26][N:25]4[C:30](=[O:39])[CH:31]([NH:38][C:48]([N:42]4[CH2:47][CH2:46][O:45][CH2:44][CH2:43]4)=[O:49])[C:32]4[CH:33]=[CH:34][CH:35]=[CH:36][CH:37]=4)=[O:23])=[CH:17][CH:16]=3)=[CH:11][N:10]([CH3:40])[N:9]=2)[CH:7]=1. (4) Given the reactants [NH:1]1[CH2:6][CH2:5][CH:4]([CH2:7][C:8]([OH:10])=[O:9])[CH2:3][CH2:2]1.[C:11](OC(=O)C)(=[O:13])[CH3:12], predict the reaction product. The product is: [C:11]([N:1]1[CH2:6][CH2:5][CH:4]([CH2:7][C:8]([OH:10])=[O:9])[CH2:3][CH2:2]1)(=[O:13])[CH3:12]. (5) The product is: [P:67]([O:14][CH2:13][CH2:12][CH2:11][C@H:10]([N:15]([CH3:28])[C:16]([NH:18][CH2:19][C:20]1[CH:25]=[CH:24][CH:23]=[C:22]([F:26])[C:21]=1[F:27])=[O:17])[CH2:9][O:8][Si:1]([C:4]([CH3:5])([CH3:7])[CH3:6])([CH3:2])[CH3:3])([O:68][C:69]([CH3:70])([CH3:71])[CH3:72])([O:73][C:74]([CH3:75])([CH3:76])[CH3:77])=[O:36]. Given the reactants [Si:1]([O:8][CH2:9][C@@H:10]([N:15]([CH3:28])[C:16]([NH:18][CH2:19][C:20]1[CH:25]=[CH:24][CH:23]=[C:22]([F:26])[C:21]=1[F:27])=[O:17])[CH2:11][CH2:12][CH2:13][OH:14])([C:4]([CH3:7])([CH3:6])[CH3:5])([CH3:3])[CH3:2].[Si]([O:36]C(CC(N(C)C(NCC1C=CC=C(F)C=1F)=O)C)C([O-])=O)(C(C)(C)C)(C)C.N1C=NN=N1.C(N(C(C)C)[P:67]([O:73][C:74]([CH3:77])([CH3:76])[CH3:75])[O:68][C:69]([CH3:72])([CH3:71])[CH3:70])(C)C.C1C=C(Cl)C=C(C(OO)=O)C=1, predict the reaction product. (6) Given the reactants [C:1]1([CH:7]2[NH:12][C:11](=[O:13])[CH2:10][C:9](=[O:14])[CH2:8]2)C=CC=C[CH:2]=1.C(OCC)(=O)C=CCC, predict the reaction product. The product is: [CH2:1]([CH:7]1[NH:12][C:11](=[O:13])[CH2:10][C:9](=[O:14])[CH2:8]1)[CH3:2]. (7) Given the reactants [Cl:1][C:2]1[CH:7]=[CH:6][C:5]([C:8]([C:16]2[CH:17]=[C:18]3[C:23](=[CH:24][CH:25]=2)[N:22]=[C:21](Cl)[C:20]([O:27][CH:28]([CH3:30])[CH3:29])=[C:19]3[Cl:31])([C:10]2[N:14]([CH3:15])[CH:13]=[N:12][CH:11]=2)[OH:9])=[CH:4][CH:3]=1.C(O)(C(F)(F)F)=O.[NH:39]1[CH2:42][CH2:41][CH2:40]1, predict the reaction product. The product is: [N:39]1([C:21]2[C:20]([O:27][CH:28]([CH3:29])[CH3:30])=[C:19]([Cl:31])[C:18]3[C:23](=[CH:24][CH:25]=[C:16]([C:8]([C:5]4[CH:6]=[CH:7][C:2]([Cl:1])=[CH:3][CH:4]=4)([C:10]4[N:14]([CH3:15])[CH:13]=[N:12][CH:11]=4)[OH:9])[CH:17]=3)[N:22]=2)[CH2:42][CH2:41][CH2:40]1.